Dataset: Peptide-MHC class II binding affinity with 134,281 pairs from IEDB. Task: Regression. Given a peptide amino acid sequence and an MHC pseudo amino acid sequence, predict their binding affinity value. This is MHC class II binding data. The peptide sequence is TWYGKPTGAGPKDNG. The MHC is HLA-DQA10501-DQB10201 with pseudo-sequence HLA-DQA10501-DQB10201. The binding affinity (normalized) is 0.